From a dataset of Merck oncology drug combination screen with 23,052 pairs across 39 cell lines. Regression. Given two drug SMILES strings and cell line genomic features, predict the synergy score measuring deviation from expected non-interaction effect. (1) Drug 1: CC(=O)OC1C(=O)C2(C)C(O)CC3OCC3(OC(C)=O)C2C(OC(=O)c2ccccc2)C2(O)CC(OC(=O)C(O)C(NC(=O)c3ccccc3)c3ccccc3)C(C)=C1C2(C)C. Drug 2: O=C(CCCCCCC(=O)Nc1ccccc1)NO. Cell line: NCIH2122. Synergy scores: synergy=-12.7. (2) Drug 1: Nc1ccn(C2OC(CO)C(O)C2(F)F)c(=O)n1. Drug 2: C=CCn1c(=O)c2cnc(Nc3ccc(N4CCN(C)CC4)cc3)nc2n1-c1cccc(C(C)(C)O)n1. Cell line: OVCAR3. Synergy scores: synergy=19.1. (3) Drug 1: CCC1=CC2CN(C1)Cc1c([nH]c3ccccc13)C(C(=O)OC)(c1cc3c(cc1OC)N(C)C1C(O)(C(=O)OC)C(OC(C)=O)C4(CC)C=CCN5CCC31C54)C2. Drug 2: O=C(CCCCCCC(=O)Nc1ccccc1)NO. Cell line: DLD1. Synergy scores: synergy=1.29. (4) Drug 1: CN1C(=O)C=CC2(C)C3CCC4(C)C(NC(=O)OCC(F)(F)F)CCC4C3CCC12. Drug 2: CN(Cc1cnc2nc(N)nc(N)c2n1)c1ccc(C(=O)NC(CCC(=O)O)C(=O)O)cc1. Cell line: T47D. Synergy scores: synergy=-25.5. (5) Drug 1: N#Cc1ccc(Cn2cncc2CN2CCN(c3cccc(Cl)c3)C(=O)C2)cc1. Drug 2: CNC(=O)c1cc(Oc2ccc(NC(=O)Nc3ccc(Cl)c(C(F)(F)F)c3)cc2)ccn1. Cell line: NCIH1650. Synergy scores: synergy=1.16. (6) Drug 1: COc1cccc2c1C(=O)c1c(O)c3c(c(O)c1C2=O)CC(O)(C(=O)CO)CC3OC1CC(N)C(O)C(C)O1. Drug 2: C#Cc1cccc(Nc2ncnc3cc(OCCOC)c(OCCOC)cc23)c1. Cell line: RKO. Synergy scores: synergy=11.1. (7) Drug 1: CCC1=CC2CN(C1)Cc1c([nH]c3ccccc13)C(C(=O)OC)(c1cc3c(cc1OC)N(C)C1C(O)(C(=O)OC)C(OC(C)=O)C4(CC)C=CCN5CCC31C54)C2. Drug 2: NC(=O)c1cccc2cn(-c3ccc(C4CCCNC4)cc3)nc12. Cell line: RPMI7951. Synergy scores: synergy=-19.0.